Task: Predict which catalyst facilitates the given reaction.. Dataset: Catalyst prediction with 721,799 reactions and 888 catalyst types from USPTO (1) Product: [CH3:28][O:27][C:23]1[CH:22]=[C:21]([C:17]2[CH:16]=[C:15]3[C:20]([C:12](=[CH:11][C:10]4[NH:9][CH:8]=[C:7]([CH3:33])[C:6]=4[CH2:5][CH2:4][C:1]([OH:3])=[O:2])[C:13](=[O:29])[NH:14]3)=[CH:19][CH:18]=2)[CH:26]=[CH:25][CH:24]=1. The catalyst class is: 196. Reactant: [C:1]([CH2:4][CH2:5][C:6]1[C:7]([CH3:33])=[C:8](C(O)=O)[NH:9][C:10]=1[CH:11]=[C:12]1[C:20]2[C:15](=[CH:16][C:17]([C:21]3[CH:26]=[CH:25][CH:24]=[C:23]([O:27][CH3:28])[CH:22]=3)=[CH:18][CH:19]=2)[NH:14][C:13]1=[O:29])([OH:3])=[O:2].[OH-].[K+].O.Cl. (2) Reactant: [CH3:1][O:2][C:3]1[CH:8]=[CH:7][C:6]([N+:9]([O-:11])=[O:10])=[CH:5][N:4]=1.ClC1C=CC(O[CH2:18][C:19]#[N:20])=CC=1.CC([O-])(C)C.[K+]. Product: [CH3:1][O:2][C:3]1[N:4]=[C:5]([CH2:18][C:19]#[N:20])[C:6]([N+:9]([O-:11])=[O:10])=[CH:7][CH:8]=1. The catalyst class is: 1. (3) The catalyst class is: 6. Product: [OH:6][C:4]1[C:13]2[C:8](=[CH:9][C:10]([C:14]([F:17])([F:16])[F:15])=[CH:11][CH:12]=2)[NH:7][C:2](=[O:1])[CH:3]=1. Reactant: [O:1]=[C:2]([NH:7][C:8]1[CH:13]=[CH:12][CH:11]=[C:10]([C:14]([F:17])([F:16])[F:15])[CH:9]=1)[CH2:3][C:4]([OH:6])=O. (4) Reactant: [C:1]([C:5]1[CH:9]=[C:8]([C:10]([O:12][CH2:13][CH3:14])=[O:11])[N:7]([C:15]2[CH:16]=[C:17]3[C:22](=[CH:23][CH:24]=2)[NH:21][C:20](=[O:25])[CH:19]=[CH:18]3)[N:6]=1)([CH3:4])([CH3:3])[CH3:2].CCN(CC)CC.[S:33](O[S:33]([C:36]([F:39])([F:38])[F:37])(=[O:35])=[O:34])([C:36]([F:39])([F:38])[F:37])(=[O:35])=[O:34]. Product: [C:1]([C:5]1[CH:9]=[C:8]([C:10]([O:12][CH2:13][CH3:14])=[O:11])[N:7]([C:15]2[CH:16]=[C:17]3[C:22](=[CH:23][CH:24]=2)[N:21]=[C:20]([O:25][S:33]([C:36]([F:39])([F:38])[F:37])(=[O:35])=[O:34])[CH:19]=[CH:18]3)[N:6]=1)([CH3:2])([CH3:3])[CH3:4]. The catalyst class is: 2. (5) Product: [Cl:14][C:10]1[N:9]=[C:8]2[NH:4][CH:5]=[C:6]([CH3:15])[C:7]2=[C:12]([O:29][C:26]2[CH:27]=[CH:28][C:23]([NH2:22])=[CH:24][C:25]=2[F:30])[CH:11]=1. The catalyst class is: 16. Reactant: C([N:4]1[C:8]2=[N:9][C:10]([Cl:14])=[CH:11][C:12](Cl)=[C:7]2[C:6]([CH3:15])=[CH:5]1)(=O)C.C(=O)([O-])[O-].[K+].[K+].[NH2:22][C:23]1[CH:28]=[CH:27][C:26]([OH:29])=[C:25]([F:30])[CH:24]=1.C(OCC)(=O)C. (6) Reactant: C1CN([P+](ON2N=NC3C=CC=CC2=3)(N2CCCC2)N2CCCC2)CC1.F[P-](F)(F)(F)(F)F.[C:34]([O:38][C:39]([NH:41][C:42]1[S:46][C:45]([C:47]2[C:52]([F:53])=[CH:51][CH:50]=[CH:49][C:48]=2[F:54])=[N:44][C:43]=1[C:55](O)=[O:56])=[O:40])([CH3:37])([CH3:36])[CH3:35].[NH2:58][C:59]1[CH:60]=[N:61][N:62]([CH3:79])[C:63]=1[N:64]1[CH2:70][CH2:69][CH2:68][CH:67]([NH:71][C:72](=[O:77])[C:73]([F:76])([F:75])[F:74])[CH:66]([F:78])[CH2:65]1.CCN(C(C)C)C(C)C. Product: [F:54][C:48]1[CH:49]=[CH:50][CH:51]=[C:52]([F:53])[C:47]=1[C:45]1[S:46][C:42]([NH:41][C:39](=[O:40])[O:38][C:34]([CH3:36])([CH3:37])[CH3:35])=[C:43]([C:55](=[O:56])[NH:58][C:59]2[CH:60]=[N:61][N:62]([CH3:79])[C:63]=2[N:64]2[CH2:70][CH2:69][CH2:68][CH:67]([NH:71][C:72](=[O:77])[C:73]([F:74])([F:75])[F:76])[CH:66]([F:78])[CH2:65]2)[N:44]=1. The catalyst class is: 2.